From a dataset of Peptide-MHC class I binding affinity with 185,985 pairs from IEDB/IMGT. Regression. Given a peptide amino acid sequence and an MHC pseudo amino acid sequence, predict their binding affinity value. This is MHC class I binding data. (1) The peptide sequence is LMSFTILCL. The MHC is HLA-A02:06 with pseudo-sequence HLA-A02:06. The binding affinity (normalized) is 0.944. (2) The peptide sequence is GEYAPFARL. The MHC is HLA-B57:01 with pseudo-sequence HLA-B57:01. The binding affinity (normalized) is 0.0847. (3) The peptide sequence is VPAMFTAAL. The MHC is HLA-A03:01 with pseudo-sequence HLA-A03:01. The binding affinity (normalized) is 0.0847. (4) The peptide sequence is FPVTPQVPLR. The MHC is HLA-C06:02 with pseudo-sequence HLA-C06:02. The binding affinity (normalized) is 0. (5) The peptide sequence is VSEKYTDMY. The MHC is HLA-A02:06 with pseudo-sequence HLA-A02:06. The binding affinity (normalized) is 0.0847. (6) The peptide sequence is CFARSRSGA. The MHC is Patr-A0101 with pseudo-sequence YFAMYQESAAHTDVDTLYIIYRDYTWAAQAYTWY. The binding affinity (normalized) is 0.100. (7) The peptide sequence is RVATENIAV. The MHC is HLA-B15:17 with pseudo-sequence HLA-B15:17. The binding affinity (normalized) is 0.0847. (8) The peptide sequence is KLTEAITAA. The MHC is HLA-A02:03 with pseudo-sequence HLA-A02:03. The binding affinity (normalized) is 0.889. (9) The peptide sequence is LYNTVAVLY. The MHC is HLA-A68:02 with pseudo-sequence HLA-A68:02. The binding affinity (normalized) is 0.0847.